This data is from Catalyst prediction with 721,799 reactions and 888 catalyst types from USPTO. The task is: Predict which catalyst facilitates the given reaction. (1) Reactant: [BH4-].[Na+].[F:3][C:4]([F:29])([F:28])[C:5]1[CH:23]=[C:22]([C:24]([F:27])([F:26])[F:25])[CH:21]=[CH:20][C:6]=1[CH2:7][O:8][C:9]1[CH:18]=[C:17]2[C:12]([C:13](=[O:19])[CH2:14][CH2:15][S:16]2)=[CH:11][CH:10]=1. Product: [F:29][C:4]([F:3])([F:28])[C:5]1[CH:23]=[C:22]([C:24]([F:27])([F:25])[F:26])[CH:21]=[CH:20][C:6]=1[CH2:7][O:8][C:9]1[CH:18]=[C:17]2[C:12]([CH:13]([OH:19])[CH2:14][CH2:15][S:16]2)=[CH:11][CH:10]=1. The catalyst class is: 14. (2) Reactant: [CH3:1][NH:2][C@@H:3]([C:27]1[CH:32]=[CH:31][CH:30]=[CH:29][CH:28]=1)[CH2:4][N:5]1[CH2:9][CH2:8][C@H:7]([O:10][CH2:11][CH2:12][O:13][CH2:14][CH2:15][O:16][CH2:17][CH2:18][O:19][CH2:20][CH2:21][O:22][CH2:23][CH2:24][O:25][CH3:26])[CH2:6]1.[Cl:33][C:34]1[CH:35]=[C:36]([CH2:41][C:42]([OH:44])=O)[CH:37]=[CH:38][C:39]=1[Cl:40].C(N(CC)C(C)C)(C)C.F[B-](F)(F)F.N1(OC(N(C)C)=[N+](C)C)C2C=CC=CC=2N=N1. Product: [Cl:33][C:34]1[CH:35]=[C:36]([CH2:41][C:42]([N:2]([CH3:1])[C@@H:3]([C:27]2[CH:28]=[CH:29][CH:30]=[CH:31][CH:32]=2)[CH2:4][N:5]2[CH2:9][CH2:8][C@H:7]([O:10][CH2:11][CH2:12][O:13][CH2:14][CH2:15][O:16][CH2:17][CH2:18][O:19][CH2:20][CH2:21][O:22][CH2:23][CH2:24][O:25][CH3:26])[CH2:6]2)=[O:44])[CH:37]=[CH:38][C:39]=1[Cl:40]. The catalyst class is: 10.